From a dataset of Full USPTO retrosynthesis dataset with 1.9M reactions from patents (1976-2016). Predict the reactants needed to synthesize the given product. (1) The reactants are: [C:1]([O:5][C:6](=[O:19])[NH:7][C:8]1[C:9]([O:17][CH3:18])=[N:10][N:11]2[C:15](Br)=[CH:14][S:13][C:12]=12)([CH3:4])([CH3:3])[CH3:2].[Si]([O:27][C:28]1[CH:33]=[C:32]([O:34][CH3:35])[C:31](B(O)O)=[C:30]([O:39][CH3:40])[CH:29]=1)(C(C)(C)C)(C)C.C(=O)([O-])[O-].[K+].[K+]. Given the product [C:1]([O:5][C:6](=[O:19])[NH:7][C:8]1[C:9]([O:17][CH3:18])=[N:10][N:11]2[C:15]([C:31]3[C:30]([O:39][CH3:40])=[CH:29][C:28]([OH:27])=[CH:33][C:32]=3[O:34][CH3:35])=[CH:14][S:13][C:12]=12)([CH3:4])([CH3:3])[CH3:2], predict the reactants needed to synthesize it. (2) Given the product [NH2:8][C:9]1[C:10]([N:27]2[CH2:32][CH2:31][CH2:30][C@H:29]([NH:33][C:34](=[O:40])[O:35][CH2:36][CH2:37][CH2:43][CH3:44])[CH2:28]2)=[C:11]2[CH:17]=[N:16][N:15]([CH2:18][C:19]3[CH:20]=[CH:21][C:22]([O:25][CH3:26])=[CH:23][CH:24]=3)[C:12]2=[N:13][CH:14]=1, predict the reactants needed to synthesize it. The reactants are: C(OC([NH:8][C:9]1[C:10]([N:27]2[CH2:32][CH2:31][CH2:30][C@H:29]([NH:33][C:34](=[O:40])[O:35][C:36](C)(C)[CH3:37])[CH2:28]2)=[C:11]2[CH:17]=[N:16][N:15]([CH2:18][C:19]3[CH:24]=[CH:23][C:22]([O:25][CH3:26])=[CH:21][CH:20]=3)[C:12]2=[N:13][CH:14]=1)=O)(C)(C)C.Cl.O1CCO[CH2:44][CH2:43]1.C(OC(OC(C)(C)C)=O)(OC(C)(C)C)=O.C(N(CC)CC)C. (3) Given the product [CH2:33]([O:32][C:30](=[O:31])[CH2:29][N:20]1[C:21]2[C:26](=[CH:25][CH:24]=[CH:23][CH:22]=2)[C:27]([OH:28])([C:51]2[CH:52]=[C:53]3[C:48](=[CH:49][C:50]=2[OH:54])[CH2:47][CH2:46][CH2:45]3)[C:19]1=[O:18])[CH3:34], predict the reactants needed to synthesize it. The reactants are: BrC1C=CC=C2C=1C(=O)C(=O)N2CCCCC.[O:18]=[C:19]1[C:27](=[O:28])[C:26]2[C:21](=[CH:22][CH:23]=[CH:24][CH:25]=2)[N:20]1[CH2:29][C:30]([O:32][CH2:33][CH3:34])=[O:31].O1C2C=CC(O)=CC=2OC1.[CH2:45]1[C:53]2[C:48](=[CH:49][C:50]([OH:54])=[CH:51][CH:52]=2)[CH2:47][CH2:46]1. (4) Given the product [ClH:30].[Br:1][C:2]1[CH:7]=[CH:6][C:5]([C:8]2[N:12]([CH2:13][C@@H:14]3[CH2:18][CH2:17][NH:16][CH2:15]3)[C:11]3[CH:26]=[CH:27][CH:28]=[CH:29][C:10]=3[N:9]=2)=[CH:4][CH:3]=1, predict the reactants needed to synthesize it. The reactants are: [Br:1][C:2]1[CH:7]=[CH:6][C:5]([C:8]2[N:12]([CH2:13][C@@H:14]3[CH2:18][CH2:17][N:16](C(OC(C)(C)C)=O)[CH2:15]3)[C:11]3[CH:26]=[CH:27][CH:28]=[CH:29][C:10]=3[N:9]=2)=[CH:4][CH:3]=1.[ClH:30].[OH-].[K+].